From a dataset of Reaction yield outcomes from USPTO patents with 853,638 reactions. Predict the reaction yield, written as a fraction of the theoretical maximum amount of product (1.0 means a 100% yield; for example, 0.34 means a 34% yield). The reactants are [F:1][CH2:2][C:3]1([CH2:14][F:15])[O:7][B:6]([OH:8])[C:5]2[CH:9]=[C:10]([CH3:13])[CH:11]=[CH:12][C:4]1=2.C1C(=O)N([Br:23])C(=O)C1. The catalyst is C(Cl)(Cl)(Cl)Cl. The product is [Br:23][CH2:13][C:10]1[CH:11]=[CH:12][C:4]2[C:3]([CH2:14][F:15])([CH2:2][F:1])[O:7][B:6]([OH:8])[C:5]=2[CH:9]=1. The yield is 0.874.